This data is from Reaction yield outcomes from USPTO patents with 853,638 reactions. The task is: Predict the reaction yield, written as a fraction of the theoretical maximum amount of product (1.0 means a 100% yield; for example, 0.34 means a 34% yield). The reactants are [Cl:1][C:2]1[C:3]([F:22])=[C:4]([NH:8][C:9]2[C:18]3[C:13](=[CH:14][C:15]([O:20][CH3:21])=[C:16]([OH:19])[CH:17]=3)[N:12]=[CH:11][N:10]=2)[CH:5]=[CH:6][CH:7]=1.C1(P(C2C=CC=CC=2)C2C=CC=CC=2)C=CC=CC=1.[CH3:42][O:43][C:44]([C@H:46]1[CH2:51][C@@H:50](O)[CH2:49][CH2:48][N:47]1[C:53]([O:55][C:56]([CH3:59])([CH3:58])[CH3:57])=[O:54])=[O:45]. The catalyst is C(Cl)Cl. The product is [Cl:1][C:2]1[C:3]([F:22])=[C:4]([NH:8][C:9]2[C:18]3[C:13](=[CH:14][C:15]([O:20][CH3:21])=[C:16]([O:19][C@@H:50]4[CH2:49][CH2:48][N:47]([C:53]([O:55][C:56]([CH3:57])([CH3:58])[CH3:59])=[O:54])[C@@H:46]([C:44]([O:43][CH3:42])=[O:45])[CH2:51]4)[CH:17]=3)[N:12]=[CH:11][N:10]=2)[CH:5]=[CH:6][CH:7]=1. The yield is 0.810.